From a dataset of Full USPTO retrosynthesis dataset with 1.9M reactions from patents (1976-2016). Predict the reactants needed to synthesize the given product. (1) Given the product [F:16][C:13]1[CH:12]=[CH:11][C:10]([C:7]2[S:6][C:5]([C:3]([OH:4])=[O:2])=[CH:9][CH:8]=2)=[CH:15][CH:14]=1, predict the reactants needed to synthesize it. The reactants are: C[O:2][C:3]([C:5]1[S:6][C:7]([C:10]2[CH:15]=[CH:14][C:13]([F:16])=[CH:12][CH:11]=2)=[CH:8][CH:9]=1)=[O:4].[OH-].[Na+].Cl. (2) Given the product [CH2:11]([O:15][CH2:2][CH2:3][CH2:4][CH2:5][CH2:6][CH2:7][Br:8])[CH2:12][CH:13]=[CH2:14], predict the reactants needed to synthesize it. The reactants are: Br[CH2:2][CH2:3][CH2:4][CH2:5][CH2:6][CH2:7][Br:8].[OH-].[Na+].[CH2:11]([OH:15])[CH2:12][CH:13]=[CH2:14]. (3) Given the product [F:18][C:15]1[C:16]([CH3:17])=[C:11]([C:6]2[NH:7][C:8]3[C:4]([CH:5]=2)=[CH:3][C:2]([B:22]2[O:23][C:24]([CH3:26])([CH3:25])[C:20]([CH3:36])([CH3:19])[O:21]2)=[CH:10][CH:9]=3)[CH:12]=[N:13][CH:14]=1, predict the reactants needed to synthesize it. The reactants are: Br[C:2]1[CH:3]=[C:4]2[C:8](=[CH:9][CH:10]=1)[NH:7][C:6]([C:11]1[CH:12]=[N:13][CH:14]=[C:15]([F:18])[C:16]=1[CH3:17])=[CH:5]2.[CH3:19][C:20]1([CH3:36])[C:24]([CH3:26])([CH3:25])[O:23][B:22]([B:22]2[O:23][C:24]([CH3:26])([CH3:25])[C:20]([CH3:36])([CH3:19])[O:21]2)[O:21]1.C([O-])(=O)C.[K+]. (4) Given the product [CH3:26][O:27][C:28](=[O:29])[NH:30][C@H:31]([C:32]([N:22]1[CH2:23][CH2:24][CH2:25][C@H:21]1[C:18]1[NH:19][CH:20]=[C:16]([C:13]2[CH:12]=[CH:11][C:10]([Br:9])=[CH:15][CH:14]=2)[N:17]=1)=[O:33])[CH:35]([CH3:37])[CH3:36], predict the reactants needed to synthesize it. The reactants are: C(N(CC)CC)C.Cl.[Br:9][C:10]1[CH:15]=[CH:14][C:13]([C:16]2[N:17]=[C:18]([C@@H:21]3[CH2:25][CH2:24][CH2:23][NH:22]3)[NH:19][CH:20]=2)=[CH:12][CH:11]=1.[CH3:26][O:27][C:28]([NH:30][C@@H:31]([CH:35]([CH3:37])[CH3:36])[C:32](O)=[O:33])=[O:29].CN(C(ON1N=NC2C=CC=NC1=2)=[N+](C)C)C.F[P-](F)(F)(F)(F)F. (5) Given the product [F:17][C:10]1[CH:11]=[C:12]([CH:14]=[C:15]([F:16])[C:9]=1[O:8][C:6]1[CH:5]=[CH:4][N:3]=[C:2]([C:22]2[CH:21]=[N:20][N:19]([CH3:18])[CH:23]=2)[CH:7]=1)[NH2:13], predict the reactants needed to synthesize it. The reactants are: Cl[C:2]1[CH:7]=[C:6]([O:8][C:9]2[C:15]([F:16])=[CH:14][C:12]([NH2:13])=[CH:11][C:10]=2[F:17])[CH:5]=[CH:4][N:3]=1.[CH3:18][N:19]1[CH:23]=[C:22](B2OC(C)(C)C(C)(C)O2)[CH:21]=[N:20]1.P([O-])([O-])([O-])=O.[K+].[K+].[K+]. (6) Given the product [NH2:39][CH2:40][CH2:41][NH:42][C:12](=[O:13])[CH2:11][N:8]1[C:9]2[C:5](=[CH:4][CH:3]=[C:2]([Cl:1])[CH:10]=2)[C:6]([C:15]([N:17]2[CH2:18][CH2:19][CH:20]([C:23]3[C:28]([O:29][CH3:30])=[CH:27][CH:26]=[CH:25][C:24]=3[O:31][CH3:32])[CH2:21][CH2:22]2)=[O:16])=[CH:7]1, predict the reactants needed to synthesize it. The reactants are: [Cl:1][C:2]1[CH:10]=[C:9]2[C:5]([C:6]([C:15]([N:17]3[CH2:22][CH2:21][CH:20]([C:23]4[C:28]([O:29][CH3:30])=[CH:27][CH:26]=[CH:25][C:24]=4[O:31][CH3:32])[CH2:19][CH2:18]3)=[O:16])=[CH:7][N:8]2[CH2:11][C:12](O)=[O:13])=[CH:4][CH:3]=1.C(OC(=O)[NH:39][CH2:40][CH2:41][NH2:42])(C)(C)C.Cl. (7) Given the product [CH3:32][O:31][C:30]1[C:22]([CH2:20][C:17]#[N:18])=[C:23]2[C:27](=[C:28]([CH3:33])[CH:29]=1)[NH:26][CH:25]=[CH:24]2, predict the reactants needed to synthesize it. The reactants are: CC([O-])(C)C.[K+].CC1C=CC(S([CH2:17][N+:18]#[C-])(=O)=O)=CC=1.[CH:20]([C:22]1[C:30]([O:31][CH3:32])=[CH:29][C:28]([CH3:33])=[C:27]2[C:23]=1[CH:24]=[CH:25][N:26]2C(OC(C)(C)C)=O)=O.CO. (8) The reactants are: [CH3:1][O:2][C:3]([CH:5]1[CH2:10][NH:9][CH2:8][CH2:7][N:6]1[C:11]([O:13][C:14]([CH3:17])([CH3:16])[CH3:15])=[O:12])=[O:4].[Br:18][C:19]1[CH:24]=[CH:23][C:22]([S:25](Cl)(=[O:27])=[O:26])=[CH:21][CH:20]=1. Given the product [Br:18][C:19]1[CH:24]=[CH:23][C:22]([S:25]([N:9]2[CH2:8][CH2:7][N:6]([C:11]([O:13][C:14]([CH3:17])([CH3:16])[CH3:15])=[O:12])[CH:5]([C:3]([O:2][CH3:1])=[O:4])[CH2:10]2)(=[O:27])=[O:26])=[CH:21][CH:20]=1, predict the reactants needed to synthesize it. (9) Given the product [O:30]1[C:31]2[CH:37]=[CH:36][CH:35]=[CH:34][C:32]=2[CH:33]=[C:29]1[CH2:28][O:25][C:24]([C:22]1[CH:23]=[C:16]2[N:15]=[C:14]([C:12](=[O:13])[NH:11][C@@H:3]3[C:4]4[C:9](=[CH:8][CH:7]=[CH:6][CH:5]=4)[CH2:10][C@@H:2]3[OH:1])[CH:19]=[C:18]([CH3:20])[N:17]2[N:21]=1)=[O:26], predict the reactants needed to synthesize it. The reactants are: [OH:1][CH:2]1[CH2:10][C:9]2[C:4](=[CH:5][CH:6]=[CH:7][CH:8]=2)[CH:3]1[NH:11][C:12]([C:14]1[CH:19]=[C:18]([CH3:20])[N:17]2[N:21]=[C:22]([C:24]([OH:26])=[O:25])[CH:23]=[C:16]2[N:15]=1)=[O:13].O[CH2:28][C:29]1[O:30][C:31]2[CH:37]=[CH:36][CH:35]=[CH:34][C:32]=2[CH:33]=1.CCN=C=NCCCN(C)C.Cl.